The task is: Predict which catalyst facilitates the given reaction.. This data is from Catalyst prediction with 721,799 reactions and 888 catalyst types from USPTO. (1) Reactant: [H-].[H-].[H-].[H-].[Li+].[Al+3].[CH2:7]([C:9]1[C:13]([C:14](OCC)=[O:15])=[C:12]([CH2:19][CH3:20])[O:11][N:10]=1)[CH3:8]. Product: [CH2:7]([C:9]1[C:13]([CH2:14][OH:15])=[C:12]([CH2:19][CH3:20])[O:11][N:10]=1)[CH3:8]. The catalyst class is: 1. (2) Reactant: ClC(OCC)=O.[Br:7][C:8]1[C:13]([C:14](O)=[O:15])=[CH:12][CH:11]=[CH:10][N:9]=1.CCN(CC)CC.C1COCC1. Product: [Br:7][C:8]1[C:13]([CH2:14][OH:15])=[CH:12][CH:11]=[CH:10][N:9]=1. The catalyst class is: 11.